Dataset: Catalyst prediction with 721,799 reactions and 888 catalyst types from USPTO. Task: Predict which catalyst facilitates the given reaction. Reactant: C([N:8]1[CH2:12][CH:11]([C:13]([N:15]2[CH2:20][CH2:19][CH:18]([C:21]3[CH:26]=[CH:25][CH:24]=[CH:23][CH:22]=3)[CH2:17][CH2:16]2)=[O:14])[C:10]2([C:35]3[C:30](=[CH:31][CH:32]=[CH:33][CH:34]=3)[CH2:29][CH2:28][CH2:27]2)[CH2:9]1)C1C=CC=CC=1. Product: [C:21]1([CH:18]2[CH2:17][CH2:16][N:15]([C:13]([CH:11]3[CH2:12][NH:8][CH2:9][C:10]43[C:35]3[C:30](=[CH:31][CH:32]=[CH:33][CH:34]=3)[CH2:29][CH2:28][CH2:27]4)=[O:14])[CH2:20][CH2:19]2)[CH:26]=[CH:25][CH:24]=[CH:23][CH:22]=1. The catalyst class is: 320.